The task is: Predict the reactants needed to synthesize the given product.. This data is from Full USPTO retrosynthesis dataset with 1.9M reactions from patents (1976-2016). (1) Given the product [CH3:1][N:2]1[CH:8]2[CH2:9][CH2:10][CH:3]1[CH2:4][NH:5][C:6](=[O:11])[CH2:7]2, predict the reactants needed to synthesize it. The reactants are: [CH3:1][N:2]1[CH:8]2[CH2:9][CH2:10][CH:3]1[CH2:4][NH:5][CH2:6][CH2:7]2.[OH:11]S(O)(=O)=O.CN1C2CCC1CC(=O)C2.[N-]=[N+]=[N-].[Na+].C([O-])([O-])=O.[Na+].[Na+].[OH-].[Na+]. (2) The reactants are: [CH:1]([C:3]1[CH:4]=[CH:5][N:6]=[C:7]2[C:12]=1[N:11]=[C:10]([O:13][CH3:14])[CH:9]=[CH:8]2)=[CH2:2].[OH:15][C@@H:16]1[CH2:20][NH:19][CH2:18][C@@H:17]1[CH2:21][NH:22][C:23](=[O:32])[O:24][CH2:25][C:26]1[CH:31]=[CH:30][CH:29]=[CH:28][CH:27]=1. Given the product [C:26]1([CH2:25][O:24][C:23](=[O:32])[NH:22][CH2:21][C@@H:17]2[C@H:16]([OH:15])[CH2:20][N:19]([CH2:2][CH2:1][C:3]3[C:12]4[C:7](=[CH:8][CH:9]=[C:10]([O:13][CH3:14])[N:11]=4)[N:6]=[CH:5][CH:4]=3)[CH2:18]2)[CH:31]=[CH:30][CH:29]=[CH:28][CH:27]=1, predict the reactants needed to synthesize it. (3) Given the product [S:31]1[C:35]([C:9]2[CH:10]=[CH:11][C:12](=[O:30])[N:13]([CH2:15][CH2:16][O:17][C:18]3[C:27]4[C:22](=[CH:23][C:24]([O:28][CH3:29])=[CH:25][CH:26]=4)[N:21]=[CH:20][CH:19]=3)[N:14]=2)=[CH:34][C:33]2[CH:39]=[CH:40][CH:41]=[CH:42][C:32]1=2, predict the reactants needed to synthesize it. The reactants are: O.C(=O)([O-])[O-].[Na+].[Na+].Cl[C:9]1[CH:10]=[CH:11][C:12](=[O:30])[N:13]([CH2:15][CH2:16][O:17][C:18]2[C:27]3[C:22](=[CH:23][C:24]([O:28][CH3:29])=[CH:25][CH:26]=3)[N:21]=[CH:20][CH:19]=2)[N:14]=1.[S:31]1[C:35](B(O)O)=[CH:34][C:33]2[CH:39]=[CH:40][CH:41]=[CH:42][C:32]1=2. (4) The reactants are: Cl[C:2]1[N:7]=[C:6]([NH:8][C:9]2[NH:13][N:12]=[C:11]([CH:14]3[CH2:16][CH2:15]3)[CH:10]=2)[CH:5]=[CH:4][N:3]=1.C(O)(=O)CCCCC(O)=O.[NH:27]1[C:35]2[C:30](=[CH:31][C:32]([CH:36]([NH2:38])[CH3:37])=[CH:33][CH:34]=2)[CH:29]=[CH:28]1.CCN(C(C)C)C(C)C.CCCCO. Given the product [NH:27]1[C:35]2[C:30](=[CH:31][C:32]([CH:36]([NH:38][C:2]3[N:7]=[C:6]([NH:8][C:9]4[CH:10]=[C:11]([CH:14]5[CH2:16][CH2:15]5)[NH:12][N:13]=4)[CH:5]=[CH:4][N:3]=3)[CH3:37])=[CH:33][CH:34]=2)[CH:29]=[CH:28]1, predict the reactants needed to synthesize it. (5) The reactants are: [CH3:1][O:2][C:3]1[CH:4]=[C:5]([CH2:11][CH2:12][NH:13][C:14](=[O:30])[C:15]([C:20]2[CH:29]=[CH:28][C:27]3[CH2:26][CH2:25][CH2:24][CH2:23][C:22]=3[CH:21]=2)=[CH:16]N(C)C)[CH:6]=[CH:7][C:8]=1[O:9][CH3:10].Cl.[O:32]1CCCC1. Given the product [CH3:1][O:2][C:3]1[CH:4]=[C:5]([CH2:11][CH2:12][NH:13][C:14](=[O:30])[C:15]([C:20]2[CH:29]=[CH:28][C:27]3[CH2:26][CH2:25][CH2:24][CH2:23][C:22]=3[CH:21]=2)=[CH:16][OH:32])[CH:6]=[CH:7][C:8]=1[O:9][CH3:10], predict the reactants needed to synthesize it. (6) The reactants are: [CH3:1][N:2]([CH3:31])[S:3]([N:6]1[C:10]([CH:11]([C:13]2[CH:22]=[CH:21][C:16]3[O:17][CH2:18][CH2:19][O:20][C:15]=3[CH:14]=2)[OH:12])=[C:9]([CH3:23])[N:8]=[C:7]1[Si](C(C)(C)C)(C)C)(=[O:5])=[O:4].[F-].C([N+](CCCC)(CCCC)CCCC)CCC. Given the product [CH3:1][N:2]([CH3:31])[S:3]([N:6]1[C:10]([CH:11]([C:13]2[CH:22]=[CH:21][C:16]3[O:17][CH2:18][CH2:19][O:20][C:15]=3[CH:14]=2)[OH:12])=[C:9]([CH3:23])[N:8]=[CH:7]1)(=[O:4])=[O:5], predict the reactants needed to synthesize it.